Task: Predict which catalyst facilitates the given reaction.. Dataset: Catalyst prediction with 721,799 reactions and 888 catalyst types from USPTO Reactant: [Cl:1][C:2]1[C:3]2[CH:18]=[C:17]([OH:19])[C:16]([OH:20])=[CH:15][C:4]=2[S:5][C:6]=1[C:7]([N:9]1[CH2:14][CH2:13][O:12][CH2:11][CH2:10]1)=[O:8].[N+:21]([O-])([O-:23])=[O:22].[K+]. Product: [Cl:1][C:2]1[C:3]2[C:18]([N+:21]([O-:23])=[O:22])=[C:17]([OH:19])[C:16]([OH:20])=[CH:15][C:4]=2[S:5][C:6]=1[C:7]([N:9]1[CH2:10][CH2:11][O:12][CH2:13][CH2:14]1)=[O:8]. The catalyst class is: 501.